Predict which catalyst facilitates the given reaction. From a dataset of Catalyst prediction with 721,799 reactions and 888 catalyst types from USPTO. Reactant: [CH:1]1([O:6][C:7](=[O:24])[NH:8][CH2:9][C:10]2([C:13]3[N:23]=[C:16]4[C:17]([O:21][CH3:22])=[CH:18][CH:19]=[CH:20][N:15]4[N:14]=3)[CH2:12][CH2:11]2)[CH2:5][CH2:4][CH2:3][CH2:2]1.[I:25]N1C(=O)CCC1=O.B(F)(F)F.[O-]S([O-])(=S)=O.[Na+].[Na+]. Product: [CH:1]1([O:6][C:7](=[O:24])[NH:8][CH2:9][C:10]2([C:13]3[N:23]=[C:16]4[C:17]([O:21][CH3:22])=[CH:18][CH:19]=[C:20]([I:25])[N:15]4[N:14]=3)[CH2:11][CH2:12]2)[CH2:5][CH2:4][CH2:3][CH2:2]1. The catalyst class is: 250.